From a dataset of Forward reaction prediction with 1.9M reactions from USPTO patents (1976-2016). Predict the product of the given reaction. (1) Given the reactants [N+:1]([C:4]1[CH:8]=[C:7]([C:9]([OH:11])=O)[NH:6][N:5]=1)([O-:3])=[O:2].[F:12][C:13]1[CH:14]=[C:15]([CH:17]=[CH:18][CH:19]=1)[NH2:16].Cl.CN(C)CCCN=C=NCC.OC1C=CC=C[N+]=1[O-], predict the reaction product. The product is: [F:12][C:13]1[CH:14]=[C:15]([NH:16][C:9]([C:7]2[NH:6][N:5]=[C:4]([N+:1]([O-:3])=[O:2])[CH:8]=2)=[O:11])[CH:17]=[CH:18][CH:19]=1. (2) Given the reactants [N:1]1[C:10]2[C:9](=[N:11]O)[CH2:8][CH2:7][CH2:6][C:5]=2[CH:4]=[CH:3][CH:2]=1, predict the reaction product. The product is: [N:1]1[C:10]2[CH:9]([NH2:11])[CH2:8][CH2:7][CH2:6][C:5]=2[CH:4]=[CH:3][CH:2]=1. (3) The product is: [Cl:1][C:2]1[CH:11]=[C:10]([Cl:12])[C:9]2[C:4](=[CH:5][CH:6]=[CH:7][CH:8]=2)[C:3]=1[O:13][C:15]1[CH:20]=[CH:19][CH:18]=[CH:17][C:16]=1[N+:21]([O-:23])=[O:22].[Cl:31][C:32]1[CH:41]=[C:40]([Cl:42])[C:39]2[C:34](=[CH:35][CH:36]=[CH:37][CH:38]=2)[C:33]=1[O:43][C:44]1[CH:50]=[CH:49][CH:48]=[CH:47][C:45]=1[NH:46][C:3]([NH:51][C:52]1[S:53][CH:54]=[CH:55][N:56]=1)=[O:13]. Given the reactants [Cl:1][C:2]1[CH:11]=[C:10]([Cl:12])[C:9]2[C:4](=[CH:5][CH:6]=[CH:7][CH:8]=2)[C:3]=1[OH:13].F[C:15]1[CH:20]=[CH:19][CH:18]=[CH:17][C:16]=1[N+:21]([O-:23])=[O:22].NC1C=CC=CC=1.[Cl:31][C:32]1[CH:41]=[C:40]([Cl:42])[C:39]2[C:34](=[CH:35][CH:36]=[CH:37][CH:38]=2)[C:33]=1[O:43][C:44]1[CH:50]=[CH:49][CH:48]=[CH:47][C:45]=1[NH2:46].[NH2:51][C:52]1[S:53][CH:54]=[CH:55][N:56]=1, predict the reaction product. (4) The product is: [OH:3][C:2]([CH2:4][CH2:5][CH2:6][CH2:7][C@H:8]1[C@@H:16]2[C@@H:11]([NH:12][C:13]([NH:15]2)=[O:14])[CH2:10][S:9]1)=[O:1]. Given the reactants [OH:1][C:2]([CH2:4][CH2:5][CH2:6][CH2:7][C@H:8]1[C@@H:16]2[C@@H:11]([NH:12][C:13]([NH:15]2)=[O:14])[CH2:10][S:9]1)=[O:3].CS(C)=O, predict the reaction product. (5) Given the reactants [Li+].[OH-].[Cl:3][C:4]1[CH:5]=[C:6]([C:41]#[N:42])[C:7]2[S:11][CH:10]=[C:9]([CH:12]([C:33]3[CH:38]=[CH:37][C:36]([Cl:39])=[CH:35][CH:34]=3)[C@@H:13]([C:17]3[CH:32]=[CH:31][C:20]([C:21]([NH:23][CH2:24][CH2:25][C:26]([O:28]CC)=[O:27])=[O:22])=[CH:19][CH:18]=3)[CH2:14][CH2:15][CH3:16])[C:8]=2[CH:40]=1.C(O)(=O)C, predict the reaction product. The product is: [Cl:3][C:4]1[CH:5]=[C:6]([C:41]#[N:42])[C:7]2[S:11][CH:10]=[C:9]([CH:12]([C:33]3[CH:38]=[CH:37][C:36]([Cl:39])=[CH:35][CH:34]=3)[C@@H:13]([C:17]3[CH:32]=[CH:31][C:20]([C:21]([NH:23][CH2:24][CH2:25][C:26]([OH:28])=[O:27])=[O:22])=[CH:19][CH:18]=3)[CH2:14][CH2:15][CH3:16])[C:8]=2[CH:40]=1. (6) Given the reactants Cl.[F:2][C:3]1[CH:4]=[C:5]([CH:9]=[CH:10][C:11]=1[CH3:12])[C:6]([NH2:8])=[NH:7].[Cl:13][C:14]1[CH:15]=[C:16]([S:21](Cl)(=[O:23])=[O:22])[CH:17]=[CH:18][C:19]=1[F:20].CN1CCOCC1, predict the reaction product. The product is: [Cl:13][C:14]1[CH:15]=[C:16]([S:21]([NH:7][C:6](=[NH:8])[C:5]2[CH:9]=[CH:10][C:11]([CH3:12])=[C:3]([F:2])[CH:4]=2)(=[O:22])=[O:23])[CH:17]=[CH:18][C:19]=1[F:20]. (7) Given the reactants Cl.Cl.[C:3]1([C:20]2[CH:25]=[CH:24][CH:23]=[CH:22][CH:21]=2)[CH:8]=[CH:7][C:6]([NH:9][C:10]2[C:11]3[CH:18]=[C:17]([NH2:19])[S:16][C:12]=3[CH:13]=[N:14][CH:15]=2)=[CH:5][CH:4]=1.ClCCl.[F:29][C:30]([F:41])([F:40])[C:31](O[C:31](=[O:32])[C:30]([F:41])([F:40])[F:29])=[O:32], predict the reaction product. The product is: [C:3]1([C:20]2[CH:25]=[CH:24][CH:23]=[CH:22][CH:21]=2)[CH:8]=[CH:7][C:6]([NH:9][C:10]2[CH:15]=[N:14][CH:13]=[C:12]3[S:16][C:17]([NH:19][C:31](=[O:32])[C:30]([F:41])([F:40])[F:29])=[CH:18][C:11]=23)=[CH:5][CH:4]=1. (8) Given the reactants [C:1]([O:5][C:6](=[O:20])[NH:7][C@@H:8]1[C:14](=[O:15])[NH:13][C:12]2[CH:16]=[CH:17][CH:18]=[CH:19][C:11]=2[NH:10][CH2:9]1)([CH3:4])([CH3:3])[CH3:2].[CH3:21][Si]([N-][Si](C)(C)C)(C)C.[Li+].IC, predict the reaction product. The product is: [C:1]([O:5][C:6](=[O:20])[NH:7][CH:8]1[C:14](=[O:15])[N:13]([CH3:21])[C:12]2[CH:16]=[CH:17][CH:18]=[CH:19][C:11]=2[NH:10][CH2:9]1)([CH3:4])([CH3:2])[CH3:3]. (9) Given the reactants C([O:5][C:6](=[O:68])/[CH:7]=[CH:8]/[C:9]1[C:14](=[O:15])[N:13]2[CH:16]=[CH:17][C:18]([C:20]([NH:22][C:23]3[S:24][CH:25]=[C:26]([C:28]([CH3:31])([CH3:30])[CH3:29])[N:27]=3)=[O:21])=[CH:19][C:12]2=[N:11][C:10]=1[N:32]1[CH2:37][CH2:36][N:35]([C:38](=[O:67])[C:39]([C:41]2[N:42]=[C:43]([NH:47]C(C3C=CC=CC=3)(C3C=CC=CC=3)C3C=CC=CC=3)[N:44]([CH3:46])[CH:45]=2)=[O:40])[CH2:34][CH2:33]1)(C)(C)C.FC(F)(F)C(O)=O, predict the reaction product. The product is: [NH2:47][C:43]1[N:44]([CH3:46])[CH:45]=[C:41]([C:39](=[O:40])[C:38]([N:35]2[CH2:36][CH2:37][N:32]([C:10]3[N:11]=[C:12]4[CH:19]=[C:18]([C:20]([NH:22][C:23]5[S:24][CH:25]=[C:26]([C:28]([CH3:29])([CH3:30])[CH3:31])[N:27]=5)=[O:21])[CH:17]=[CH:16][N:13]4[C:14](=[O:15])[C:9]=3/[CH:8]=[CH:7]/[C:6]([OH:68])=[O:5])[CH2:33][CH2:34]2)=[O:67])[N:42]=1.